From a dataset of Forward reaction prediction with 1.9M reactions from USPTO patents (1976-2016). Predict the product of the given reaction. (1) Given the reactants [Li]C(CC)C.C1CCCCC1.[C:12]([C:16]1[CH:26]=[CH:25][C:19]([C:20]([NH:22][CH2:23][CH3:24])=[O:21])=[CH:18][CH:17]=1)([CH3:15])([CH3:14])[CH3:13].CN(CCN(C)C)C.[Cl:35]C(Cl)(Cl)C(Cl)(Cl)Cl.C([O-])(O)=O.[Na+], predict the reaction product. The product is: [Cl:35][C:18]1[CH:17]=[C:16]([C:12]([CH3:13])([CH3:15])[CH3:14])[CH:26]=[CH:25][C:19]=1[C:20]([NH:22][CH2:23][CH3:24])=[O:21]. (2) Given the reactants [CH3:1][O:2][C:3]([C:5]1[CH:20]=[CH:19][C:8]([O:9][CH2:10][CH2:11][CH2:12][CH2:13][O:14][CH2:15][C:16]([OH:18])=O)=[CH:7][CH:6]=1)=[O:4].Cl.[NH2:22][C@@H:23]([C:49]([CH3:52])([CH3:51])[CH3:50])[C:24]([N:26]1[CH2:30][C@H:29]([OH:31])[CH2:28][C@H:27]1[C:32]([NH:34][C@H:35]([C:37]1[CH:42]=[CH:41][C:40]([C:43]2[S:47][CH:46]=[N:45][C:44]=2[CH3:48])=[CH:39][CH:38]=1)C)=[O:33])=[O:25].F[B-](F)(F)F.N1(OC(N(C)C)=[N+](C)C)C2C=CC=CC=2N=N1.C(N(C(C)C)CC)(C)C, predict the reaction product. The product is: [OH:31][C@H:29]1[CH2:30][N:26]([C:24](=[O:25])[C@@H:23]([NH:22][C:16]([CH2:15][O:14][CH2:13][CH2:12][CH2:11][CH2:10][O:9][C:8]2[CH:7]=[CH:6][C:5]([C:3]([O:2][CH3:1])=[O:4])=[CH:20][CH:19]=2)=[O:18])[C:49]([CH3:50])([CH3:52])[CH3:51])[C@H:27]([C:32](=[O:33])[NH:34][CH2:35][C:37]2[CH:38]=[CH:39][C:40]([C:43]3[S:47][CH:46]=[N:45][C:44]=3[CH3:48])=[CH:41][CH:42]=2)[CH2:28]1.